From a dataset of Reaction yield outcomes from USPTO patents with 853,638 reactions. Predict the reaction yield, written as a fraction of the theoretical maximum amount of product (1.0 means a 100% yield; for example, 0.34 means a 34% yield). (1) The reactants are [Cl:1][C:2]1[C:3]([F:22])=[C:4]([CH:19]=[CH:20][CH:21]=1)[NH:5][C:6]1[C:15]2[C:10](=[CH:11][C:12]([O:17][CH3:18])=[C:13]([OH:16])[CH:14]=2)[N:9]=[CH:8][N:7]=1.[C:23]([O:27][C:28]([N:30]1[CH2:34][CH2:33][C@@H:32](OS(C2C=CC([N+]([O-])=O)=CC=2)(=O)=O)[CH2:31]1)=[O:29])([CH3:26])([CH3:25])[CH3:24].[F-].[Cs+]. The catalyst is CN(C)C=O. The product is [Cl:1][C:2]1[C:3]([F:22])=[C:4]([CH:19]=[CH:20][CH:21]=1)[NH:5][C:6]1[C:15]2[C:10](=[CH:11][C:12]([O:17][CH3:18])=[C:13]([O:16][C@H:33]3[CH2:32][CH2:31][N:30]([C:28]([O:27][C:23]([CH3:26])([CH3:25])[CH3:24])=[O:29])[CH2:34]3)[CH:14]=2)[N:9]=[CH:8][N:7]=1. The yield is 0.950. (2) The reactants are [Br:1][C:2]1[CH:3]=[C:4]([NH2:9])[C:5]([CH3:8])=[N:6][CH:7]=1.[C:10](OC(=O)C)(=[O:12])[CH3:11]. The catalyst is C(O)(=O)C. The product is [Br:1][C:2]1[CH:3]=[C:4]([NH:9][C:10](=[O:12])[CH3:11])[C:5]([CH3:8])=[N:6][CH:7]=1. The yield is 0.710.